Predict the product of the given reaction. From a dataset of Forward reaction prediction with 1.9M reactions from USPTO patents (1976-2016). (1) Given the reactants [C:1]([O:5][C:6]([N:8]1[CH2:12][CH2:11][CH2:10][CH:9]1[CH2:13][O:14][C:15]1[CH:20]=[CH:19][C:18]([O:21][CH2:22][C:23]#[CH:24])=[CH:17][CH:16]=1)=[O:7])([CH3:4])([CH3:3])[CH3:2].I[C:26]1[CH:31]=[CH:30][CH:29]=[CH:28][CH:27]=1.N1CCCC1, predict the reaction product. The product is: [C:1]([O:5][C:6]([N:8]1[CH2:12][CH2:11][CH2:10][CH:9]1[CH2:13][O:14][C:15]1[CH:20]=[CH:19][C:18]([O:21][CH2:22][C:23]#[C:24][C:26]2[CH:31]=[CH:30][CH:29]=[CH:28][CH:27]=2)=[CH:17][CH:16]=1)=[O:7])([CH3:3])([CH3:2])[CH3:4]. (2) Given the reactants [CH3:1][C:2]1[N:7]=[CH:6][C:5]([C:8]([O:10]CC)=[O:9])=[CH:4][N:3]=1.[OH-].[Na+], predict the reaction product. The product is: [CH3:1][C:2]1[N:7]=[CH:6][C:5]([C:8]([OH:10])=[O:9])=[CH:4][N:3]=1. (3) The product is: [N:2]([C:3]1[CH:14]=[CH:13][C:6]([C:7](=[N:9][CH:10]([CH3:12])[CH3:11])[Cl:17])=[CH:5][CH:4]=1)([CH3:15])[CH3:1]. Given the reactants [CH3:1][N:2]([CH3:15])[C:3]1[CH:14]=[CH:13][C:6]([C:7]([NH:9][CH:10]([CH3:12])[CH3:11])=O)=[CH:5][CH:4]=1.P(Cl)(Cl)(Cl)(Cl)[Cl:17], predict the reaction product. (4) Given the reactants [NH:1]1[C:5]2[CH2:6][CH2:7][CH2:8][CH2:9][CH2:10][C:4]=2[CH:3]=[N:2]1.[OH-].[K+].[I:13]I, predict the reaction product. The product is: [I:13][C:3]1[C:4]2[CH2:10][CH2:9][CH2:8][CH2:7][CH2:6][C:5]=2[NH:1][N:2]=1. (5) Given the reactants O[CH2:2][C:3]1[NH:12][C:6]2=[N:7][C:8]([Cl:11])=[CH:9][CH:10]=[C:5]2[N:4]=1.S(Cl)([Cl:15])=O, predict the reaction product. The product is: [ClH:11].[Cl:11][C:8]1[N:7]=[C:6]2[NH:12][C:3]([CH2:2][Cl:15])=[N:4][C:5]2=[CH:10][CH:9]=1. (6) Given the reactants [CH2:1]([O:4][C:5]([N:7]1[CH2:11][C@H:10]([OH:12])[CH2:9][C@H:8]1[CH2:13][O:14][Si](C(C)(C)C)(C)C)=[O:6])[CH:2]=[CH2:3].N[OH:23].O[C@H:25]1[CH2:29]N[C@H:27](C(O)=O)[CH2:26]1, predict the reaction product. The product is: [CH2:1]([O:4][C:5]([N:7]1[CH2:11][C@H:10]([OH:12])[CH2:9][C@H:8]1[C:13]([OH:14])=[O:23])=[O:6])[C:2]1[CH:3]=[CH:27][CH:26]=[CH:25][CH:29]=1. (7) Given the reactants C(OC([NH:8][CH2:9][CH:10]([NH:21][C:22](=[O:37])[C:23]1[CH:28]=[CH:27][C:26]([C:29]([N:31]2[CH2:35][CH2:34][CH2:33][CH2:32]2)=[O:30])=[C:25]([CH3:36])[CH:24]=1)[C:11]1[NH:15][C:14]2[CH:16]=[CH:17][C:18]([Cl:20])=[CH:19][C:13]=2[N:12]=1)=O)(C)(C)C.FC(F)(F)C(O)=O.ClCl, predict the reaction product. The product is: [NH2:8][CH2:9][CH:10]([NH:21][C:22](=[O:37])[C:23]1[CH:28]=[CH:27][C:26]([C:29]([N:31]2[CH2:35][CH2:34][CH2:33][CH2:32]2)=[O:30])=[C:25]([CH3:36])[CH:24]=1)[C:11]1[NH:15][C:14]2[CH:16]=[CH:17][C:18]([Cl:20])=[CH:19][C:13]=2[N:12]=1. (8) Given the reactants [CH3:1][C:2]1([CH3:28])[CH2:6][C:5]2[C:7]([CH3:27])=[C:8]([N:13]3[CH2:18][CH2:17][N:16]([C:19]4[CH:26]=[CH:25][C:22]([C:23]#[N:24])=[CH:21][CH:20]=4)[CH2:15][CH2:14]3)[C:9]([CH3:12])=[C:10]([CH3:11])[C:4]=2[O:3]1.[H-].[Al+3].[Li+].[H-].[H-].[H-], predict the reaction product. The product is: [CH3:1][C:2]1([CH3:28])[CH2:6][C:5]2[C:7]([CH3:27])=[C:8]([N:13]3[CH2:18][CH2:17][N:16]([C:19]4[CH:20]=[CH:21][C:22]([CH2:23][NH2:24])=[CH:25][CH:26]=4)[CH2:15][CH2:14]3)[C:9]([CH3:12])=[C:10]([CH3:11])[C:4]=2[O:3]1. (9) The product is: [Br:1][C:2]1[CH:10]=[CH:9][C:5]2[C:6](=[O:8])[C:14]3[CH:15]=[C:16]([F:19])[CH:17]=[CH:18][C:13]=3[O:12][CH2:11][C:4]=2[CH:3]=1. Given the reactants [Br:1][C:2]1[CH:10]=[CH:9][C:5]([C:6]([OH:8])=O)=[C:4]([CH2:11][O:12][C:13]2[CH:18]=[CH:17][C:16]([F:19])=[CH:15][CH:14]=2)[CH:3]=1.FC(F)(F)C(OC(=O)C(F)(F)F)=O.[OH-].[Na+], predict the reaction product.